Predict the reaction yield, written as a fraction of the theoretical maximum amount of product (1.0 means a 100% yield; for example, 0.34 means a 34% yield). From a dataset of Reaction yield outcomes from USPTO patents with 853,638 reactions. (1) The reactants are [OH:1][C:2]1[C:11]([CH3:12])=[CH:10][CH:9]=[CH:8][C:3]=1[C:4]([O:6][CH3:7])=[O:5].[H-].[Na+].[CH2:15]([O:19][C:20]1[CH:25]=[CH:24][C:23]([S:26](Cl)(=[O:28])=[O:27])=[CH:22][CH:21]=1)[C:16]#[C:17][CH3:18]. The catalyst is O1CCCC1. The product is [CH2:15]([O:19][C:20]1[CH:25]=[CH:24][C:23]([S:26]([O:1][C:2]2[C:11]([CH3:12])=[CH:10][CH:9]=[CH:8][C:3]=2[C:4]([O:6][CH3:7])=[O:5])(=[O:28])=[O:27])=[CH:22][CH:21]=1)[C:16]#[C:17][CH3:18]. The yield is 0.830. (2) The reactants are [Br:1][C:2]1[C:8]([F:9])=[CH:7][C:5]([NH2:6])=[CH:4][C:3]=1[F:10].[C:11](Cl)(=[O:15])[CH:12]([CH3:14])[CH3:13].C(N(C(C)C)C(C)C)C. The catalyst is C1COCC1. The product is [Br:1][C:2]1[C:8]([F:9])=[CH:7][C:5]([NH:6][C:11](=[O:15])[CH:12]([CH3:14])[CH3:13])=[CH:4][C:3]=1[F:10]. The yield is 1.00.